Task: Regression. Given a peptide amino acid sequence and an MHC pseudo amino acid sequence, predict their binding affinity value. This is MHC class II binding data.. Dataset: Peptide-MHC class II binding affinity with 134,281 pairs from IEDB (1) The peptide sequence is VNVQTKPSLFKVRNG. The MHC is HLA-DQA10102-DQB10501 with pseudo-sequence HLA-DQA10102-DQB10501. The binding affinity (normalized) is 0.530. (2) The peptide sequence is GELQIVDKIDAAFII. The MHC is DRB1_0101 with pseudo-sequence DRB1_0101. The binding affinity (normalized) is 0.650. (3) The peptide sequence is LGNVLINESFGVEPV. The MHC is HLA-DQA10102-DQB10602 with pseudo-sequence HLA-DQA10102-DQB10602. The binding affinity (normalized) is 0.512. (4) The peptide sequence is GAVFLGFLGAAGSTMG. The MHC is HLA-DPA10103-DPB10401 with pseudo-sequence HLA-DPA10103-DPB10401. The binding affinity (normalized) is 0.359. (5) The peptide sequence is TLWQRPLVTIKIGGQLMEAL. The MHC is DRB1_1201 with pseudo-sequence DRB1_1201. The binding affinity (normalized) is 0.378. (6) The peptide sequence is KYFAATQFEPLAARL. The MHC is DRB3_0202 with pseudo-sequence DRB3_0202. The binding affinity (normalized) is 0.157. (7) The peptide sequence is TFHVEKGSNPNYLAL. The MHC is DRB1_0901 with pseudo-sequence DRB1_0901. The binding affinity (normalized) is 0.375.